Dataset: NCI-60 drug combinations with 297,098 pairs across 59 cell lines. Task: Regression. Given two drug SMILES strings and cell line genomic features, predict the synergy score measuring deviation from expected non-interaction effect. Drug 1: C1=CC=C(C=C1)NC(=O)CCCCCCC(=O)NO. Drug 2: CCN(CC)CCCC(C)NC1=C2C=C(C=CC2=NC3=C1C=CC(=C3)Cl)OC. Cell line: K-562. Synergy scores: CSS=39.6, Synergy_ZIP=-6.95, Synergy_Bliss=-6.53, Synergy_Loewe=-20.0, Synergy_HSA=-1.28.